This data is from Forward reaction prediction with 1.9M reactions from USPTO patents (1976-2016). The task is: Predict the product of the given reaction. (1) Given the reactants Br[C:2]1[N:7]=[C:6]([CH3:8])[C:5]([N+:9]([O-:11])=[O:10])=[CH:4][CH:3]=1.[CH3:12][S:13]([O-:15])=[O:14].[Na+], predict the reaction product. The product is: [CH3:8][C:6]1[C:5]([N+:9]([O-:11])=[O:10])=[CH:4][CH:3]=[C:2]([S:13]([CH3:12])(=[O:15])=[O:14])[N:7]=1. (2) Given the reactants Cl[C:2]1[N:7]=[C:6]([NH:8][C:9]2[CH:14]=[CH:13][C:12]([F:15])=[C:11](C)[CH:10]=2)[C:5]([F:17])=[CH:4][N:3]=1, predict the reaction product. The product is: [F:17][C:5]1[C:6]([NH:8][C:9]2[CH:10]=[CH:11][C:12]([F:15])=[CH:13][CH:14]=2)=[N:7][C:2]([NH:8][C:9]2[CH:14]=[CH:13][CH:12]=[CH:11][CH:10]=2)=[N:3][CH:4]=1. (3) Given the reactants [H-].[Na+].CN(C=O)C.[C:8]([O:15][CH3:16])(=[O:14])[CH2:9][C:10]([O:12][CH3:13])=[O:11].Br[C:18]1[CH:23]=[CH:22][C:21]([Br:24])=[CH:20][C:19]=1[N+:25]([O-:27])=[O:26], predict the reaction product. The product is: [Br:24][C:21]1[CH:22]=[CH:23][C:18]([CH:9]([C:8]([O:15][CH3:16])=[O:14])[C:10]([O:12][CH3:13])=[O:11])=[C:19]([N+:25]([O-:27])=[O:26])[CH:20]=1. (4) Given the reactants [CH2:1]([O:8][CH2:9][C:10]#[CH:11])[C:2]1[CH:7]=[CH:6][CH:5]=[CH:4][CH:3]=1.[Li]CCCC.CCCCCC.B(F)(F)F.CC[O:29]CC.C1O[C@H]1CO.[F:37][C:38]1[CH:43]=[CH:42][C:41]([O:44][C:45]2C=CC(F)=[CH:47][CH:46]=2)=[CH:40][CH:39]=1, predict the reaction product. The product is: [CH2:1]([O:8][CH2:9][C:10]#[C:11][CH2:47][C@H:46]([OH:29])[CH2:45][O:44][C:41]1[CH:42]=[CH:43][C:38]([F:37])=[CH:39][CH:40]=1)[C:2]1[CH:7]=[CH:6][CH:5]=[CH:4][CH:3]=1. (5) Given the reactants C1(P(C2C=CC=CC=2)C2C=CC3C(=CC=CC=3)C=2C2C3C(=CC=CC=3)C=CC=2P(C2C=CC=CC=2)C2C=CC=CC=2)C=CC=CC=1.C(=O)([O-])[O-].[Cs+].[Cs+].[CH3:53][O:54][C:55](=[O:69])[C:56]1[CH:61]=[C:60]([N:62]([S:64]([CH3:67])(=[O:66])=[O:65])[CH3:63])[N:59]=[C:58](Cl)[CH:57]=1.[CH:70]1([NH2:73])[CH2:72][CH2:71]1, predict the reaction product. The product is: [CH3:53][O:54][C:55](=[O:69])[C:56]1[CH:61]=[C:60]([N:62]([S:64]([CH3:67])(=[O:66])=[O:65])[CH3:63])[N:59]=[C:58]([NH:73][CH:70]2[CH2:72][CH2:71]2)[CH:57]=1. (6) The product is: [C:1]([O:7][CH2:8][N:9]1[C:13]2[N:14]=[CH:15][N:16]=[C:17]([C:18]3[CH:19]=[N:20][N:21]([CH:23]([CH:28]4[CH2:32][CH2:31][CH2:30][CH2:29]4)[CH2:24][C:25]([NH2:27])=[O:26])[CH:22]=3)[C:12]=2[CH:11]=[CH:10]1)(=[O:6])[C:2]([CH3:4])([CH3:5])[CH3:3]. Given the reactants [C:1]([O:7][CH2:8][N:9]1[C:13]2[N:14]=[CH:15][N:16]=[C:17]([C:18]3[CH:19]=[N:20][N:21](/[C:23](/[CH:28]4[CH2:32][CH2:31][CH2:30][CH2:29]4)=[CH:24]\[C:25]([NH2:27])=[O:26])[CH:22]=3)[C:12]=2[CH:11]=[CH:10]1)(=[O:6])[C:2]([CH3:5])([CH3:4])[CH3:3].O1CCCC1.[H][H], predict the reaction product. (7) Given the reactants [ClH:1].N[C:3]1[CH:4]=[C:5]([CH:8]=[C:9]([N+:11]([O-:13])=[O:12])[CH:10]=1)[C:6]#[N:7].N([O-])=O.[Na+].[S:18](=[O:20])=[O:19], predict the reaction product. The product is: [C:6]([C:5]1[CH:4]=[C:3]([S:18]([Cl:1])(=[O:20])=[O:19])[CH:10]=[C:9]([N+:11]([O-:13])=[O:12])[CH:8]=1)#[N:7].